Dataset: Forward reaction prediction with 1.9M reactions from USPTO patents (1976-2016). Task: Predict the product of the given reaction. (1) The product is: [CH3:26][S:23]([C:20]1[CH:19]=[CH:18][C:17]([C:14]2[N:13]=[CH:12][C:11]([C:7]3[O:8][C:9]([CH3:10])=[C:5]([CH2:4][C:3]([O-:27])=[O:2])[N:6]=3)=[CH:16][CH:15]=2)=[CH:22][CH:21]=1)(=[O:24])=[O:25].[Na+:29]. Given the reactants C[O:2][C:3](=[O:27])[CH2:4][C:5]1[N:6]=[C:7]([C:11]2[CH:12]=[N:13][C:14]([C:17]3[CH:22]=[CH:21][C:20]([S:23]([CH3:26])(=[O:25])=[O:24])=[CH:19][CH:18]=3)=[CH:15][CH:16]=2)[O:8][C:9]=1[CH3:10].[OH-].[Na+:29], predict the reaction product. (2) Given the reactants N[CH2:2][CH2:3][NH:4][C:5]([C:7]1[S:8][CH:9]=[CH:10][C:11]=1[NH:12][C:13]1[CH:18]=[CH:17][N:16]=[C:15]2[NH:19][CH:20]=[CH:21][C:14]=12)=[O:6].[CH3:22][O:23][C:24]1[CH:25]=C([CH:29]=[C:30]([O:32][CH3:33])[CH:31]=1)CN, predict the reaction product. The product is: [CH3:22][O:23][C:24]1[CH:25]=[C:2]([CH:29]=[C:30]([O:32][CH3:33])[CH:31]=1)[CH2:3][NH:4][C:5]([C:7]1[S:8][CH:9]=[CH:10][C:11]=1[NH:12][C:13]1[CH:18]=[CH:17][N:16]=[C:15]2[NH:19][CH:20]=[CH:21][C:14]=12)=[O:6]. (3) Given the reactants C([O-])([O-])=O.[Cs+].[Cs+].Cl[C:8]1[C:13]([C:14]([F:17])([F:16])[F:15])=[CH:12][N:11]=[C:10]2[NH:18][C:19]([C:21]3[CH:26]=[CH:25][C:24]([F:27])=[CH:23][CH:22]=3)=[CH:20][C:9]=12.[C:28]([C:30]1[CH:35]=[CH:34][CH:33]=[CH:32][C:31]=1[N:36]([CH3:41])[S:37]([CH3:40])(=[O:39])=[O:38])#[CH:29], predict the reaction product. The product is: [F:27][C:24]1[CH:25]=[CH:26][C:21]([C:19]2[NH:18][C:10]3=[N:11][CH:12]=[C:13]([C:14]([F:17])([F:16])[F:15])[C:8]([C:29]#[C:28][C:30]4[CH:35]=[CH:34][CH:33]=[CH:32][C:31]=4[N:36]([CH3:41])[S:37]([CH3:40])(=[O:39])=[O:38])=[C:9]3[CH:20]=2)=[CH:22][CH:23]=1. (4) The product is: [Cl:1][C:2]1[CH:3]=[C:4]([CH:22]=[C:23]([Cl:25])[CH:24]=1)[O:5][CH:6]([CH2:20][CH3:21])[C:7]([NH:9][C:10]([CH3:19])([CH3:18])[C:11]#[C:12][CH2:13][CH2:14][CH2:15][S:16]([CH3:17])=[O:27])=[O:8]. Given the reactants [Cl:1][C:2]1[CH:3]=[C:4]([CH:22]=[C:23]([Cl:25])[CH:24]=1)[O:5][CH:6]([CH2:20][CH3:21])[C:7]([NH:9][C:10]([CH3:19])([CH3:18])[C:11]#[C:12][CH2:13][CH2:14][CH2:15][S:16][CH3:17])=[O:8].I([O-])(=O)(=O)=[O:27].[Na+], predict the reaction product. (5) Given the reactants Cl[C:2]1[C:3]([NH2:9])=[N:4][CH:5]=[N:6][C:7]=1Cl.[N:10]1[CH:15]=[C:14]([NH2:16])[CH:13]=[C:12]([NH2:17])[CH:11]=1.[O:18]([C:25]1[CH:30]=[CH:29][C:28](B(O)O)=[CH:27][CH:26]=1)[C:19]1[CH:24]=[CH:23][CH:22]=[CH:21][CH:20]=1.[C:34](Cl)(=[O:37])[CH:35]=[CH2:36], predict the reaction product. The product is: [NH2:9][C:3]1[N:4]=[CH:5][N:6]=[C:7]([NH:16][C:14]2[CH:13]=[C:12]([NH:17][C:34](=[O:37])[CH:35]=[CH2:36])[CH:11]=[N:10][CH:15]=2)[C:2]=1[C:22]1[CH:23]=[CH:24][C:19]([O:18][C:25]2[CH:30]=[CH:29][CH:28]=[CH:27][CH:26]=2)=[CH:20][CH:21]=1. (6) Given the reactants Cl[C:2]1[N:7]=[C:6]([CH2:8][CH2:9][C:10]2[CH:15]=[CH:14][CH:13]=[CH:12][C:11]=2[C:16]2([C:19]([NH2:21])=[O:20])[CH2:18][CH2:17]2)[C:5]([Cl:22])=[CH:4][N:3]=1.C([O-])([O-])=O.[Cs+].[Cs+].[NH2:29][C:30]1[CH:31]=[N:32][CH:33]=[N:34][CH:35]=1.CC1(C)C2C(=C(P(C3C=CC=CC=3)C3C=CC=CC=3)C=CC=2)OC2C(P(C3C=CC=CC=3)C3C=CC=CC=3)=CC=CC1=2, predict the reaction product. The product is: [Cl:22][C:5]1[C:6]([CH2:8][CH2:9][C:10]2[CH:15]=[CH:14][CH:13]=[CH:12][C:11]=2[C:16]2([C:19]([NH2:21])=[O:20])[CH2:18][CH2:17]2)=[N:7][C:2]([NH:29][C:30]2[CH:31]=[N:32][CH:33]=[N:34][CH:35]=2)=[N:3][CH:4]=1.